From a dataset of Peptide-MHC class I binding affinity with 185,985 pairs from IEDB/IMGT. Regression. Given a peptide amino acid sequence and an MHC pseudo amino acid sequence, predict their binding affinity value. This is MHC class I binding data. (1) The peptide sequence is MEQRVMATL. The MHC is HLA-A23:01 with pseudo-sequence HLA-A23:01. The binding affinity (normalized) is 0.0847. (2) The peptide sequence is GHMMVIFRL. The MHC is HLA-A02:06 with pseudo-sequence HLA-A02:06. The binding affinity (normalized) is 0.0847. (3) The peptide sequence is KLFDLHGRR. The binding affinity (normalized) is 0.493. The MHC is HLA-A03:01 with pseudo-sequence HLA-A03:01. (4) The peptide sequence is AVDLSHFLK. The MHC is HLA-A24:02 with pseudo-sequence HLA-A24:02. The binding affinity (normalized) is 0. (5) The peptide sequence is LMYEIVGGRF. The MHC is H-2-Kb with pseudo-sequence H-2-Kb. The binding affinity (normalized) is 0.371.